From a dataset of Catalyst prediction with 721,799 reactions and 888 catalyst types from USPTO. Predict which catalyst facilitates the given reaction. (1) Reactant: [C:1]1([N:7]2[CH2:12][CH2:11][N:10]([C:13](=[C:15]([C:18]#[N:19])[C:16]#[N:17])[CH3:14])[CH2:9][CH2:8]2)[CH:6]=[CH:5][CH:4]=[CH:3][CH:2]=1.CO[C:22](OC)([N:24]([CH3:26])[CH3:25])[CH3:23]. Product: [CH3:25][N:24]([CH3:26])/[C:22](/[CH3:23])=[CH:14]/[C:13](=[C:15]([C:18]#[N:19])[C:16]#[N:17])[N:10]1[CH2:9][CH2:8][N:7]([C:1]2[CH:6]=[CH:5][CH:4]=[CH:3][CH:2]=2)[CH2:12][CH2:11]1. The catalyst class is: 113. (2) Reactant: [C:1]([O:5][C:6](=[O:28])[CH:7]=[C:8]1[C:12]2=[CH:13][C:14]3[CH:15]=[C:16]([O:20][CH2:21][C:22]4[CH:27]=[CH:26][CH:25]=[CH:24][CH:23]=4)[CH:17]=[CH:18][C:19]=3[N:11]2[CH2:10][CH2:9]1)([CH3:4])([CH3:3])[CH3:2].[H][H]. Product: [CH2:21]([O:20][C:16]1[CH:17]=[CH:18][C:19]2[N:11]3[CH2:10][CH2:9][CH:8]([CH2:7][C:6]([O:5][C:1]([CH3:4])([CH3:3])[CH3:2])=[O:28])[C:12]3=[CH:13][C:14]=2[CH:15]=1)[C:22]1[CH:23]=[CH:24][CH:25]=[CH:26][CH:27]=1. The catalyst class is: 123.